This data is from Full USPTO retrosynthesis dataset with 1.9M reactions from patents (1976-2016). The task is: Predict the reactants needed to synthesize the given product. (1) Given the product [C:13]([NH:21][CH:22]([CH2:31][C:30]1[C:29]([Cl:28])=[CH:36][CH:35]=[CH:34][C:33]=1[Cl:37])[C:23]([O:25][CH2:26][CH3:27])=[O:24])(=[O:20])[C:14]1[CH:19]=[CH:18][CH:17]=[CH:16][CH:15]=1, predict the reactants needed to synthesize it. The reactants are: C(NC(C)C)(C)C.C([Li])CCC.[C:13]([NH:21][CH2:22][C:23]([O:25][CH2:26][CH3:27])=[O:24])(=[O:20])[C:14]1[CH:19]=[CH:18][CH:17]=[CH:16][CH:15]=1.[Cl:28][C:29]1[CH:36]=[CH:35][CH:34]=[C:33]([Cl:37])[C:30]=1[CH2:31]Br. (2) Given the product [F:1][C:2]1[CH:3]=[CH:4][C:5]([N:8]2[C:16]3[C:11](=[CH:12][C:13]([O:17][C@H:18]([C:22]4[CH:27]=[CH:26][CH:25]=[C:24]([O:28][CH3:29])[CH:23]=4)[C@@H:19]([NH:21][C:37]([C:33]4[S:34][C:35]([CH3:36])=[C:31]([CH3:30])[CH:32]=4)=[O:38])[CH3:20])=[CH:14][CH:15]=3)[CH:10]=[N:9]2)=[CH:6][CH:7]=1, predict the reactants needed to synthesize it. The reactants are: [F:1][C:2]1[CH:7]=[CH:6][C:5]([N:8]2[C:16]3[C:11](=[CH:12][C:13]([O:17][C@H:18]([C:22]4[CH:27]=[CH:26][CH:25]=[C:24]([O:28][CH3:29])[CH:23]=4)[C@@H:19]([NH2:21])[CH3:20])=[CH:14][CH:15]=3)[CH:10]=[N:9]2)=[CH:4][CH:3]=1.[CH3:30][C:31]1[CH:32]=[C:33]([C:37](O)=[O:38])[S:34][C:35]=1[CH3:36]. (3) Given the product [CH2:26]([N:33]1[C:38](=[O:39])[C:37]([C:40]([OH:42])=[O:41])=[CH:36][C:35]([C:44]2[CH:49]=[CH:48][C:47]([F:50])=[C:46]([CH3:51])[CH:45]=2)=[N:34]1)[C:27]1[CH:32]=[CH:31][CH:30]=[CH:29][CH:28]=1, predict the reactants needed to synthesize it. The reactants are: FC1C=C(F)C=CC=1C1C=C(COS(C)(=O)=O)C(=O)N(CC(C)C)N=1.[CH2:26]([N:33]1[C:38](=[O:39])[C:37]([C:40]([O:42]C)=[O:41])=[CH:36][C:35]([C:44]2[CH:49]=[CH:48][C:47]([F:50])=[C:46]([CH3:51])[CH:45]=2)=[N:34]1)[C:27]1[CH:32]=[CH:31][CH:30]=[CH:29][CH:28]=1.